From a dataset of Full USPTO retrosynthesis dataset with 1.9M reactions from patents (1976-2016). Predict the reactants needed to synthesize the given product. (1) The reactants are: [C:1]1([C:7]2[N:11]3[N:12]=[C:13](Br)[CH:14]=[C:15]([O:16][CH3:17])[C:10]3=[N:9][C:8]=2[C:19]2[CH:24]=[CH:23][C:22]([C:25]3([NH:29][C:30](=[O:36])[O:31][C:32]([CH3:35])([CH3:34])[CH3:33])[CH2:28][CH2:27][CH2:26]3)=[CH:21][CH:20]=2)[CH:6]=[CH:5][CH:4]=[CH:3][CH:2]=1.C([O-])=O.[Na+]. Given the product [CH3:17][O:16][C:15]1[C:10]2[N:11]([C:7]([C:1]3[CH:6]=[CH:5][CH:4]=[CH:3][CH:2]=3)=[C:8]([C:19]3[CH:20]=[CH:21][C:22]([C:25]4([NH:29][C:30](=[O:36])[O:31][C:32]([CH3:35])([CH3:33])[CH3:34])[CH2:28][CH2:27][CH2:26]4)=[CH:23][CH:24]=3)[N:9]=2)[N:12]=[CH:13][CH:14]=1, predict the reactants needed to synthesize it. (2) Given the product [Br:2][C:3]1[CH:4]=[C:5]([C:9]([NH:11][CH:12]2[CH2:13][CH2:14][N:15]([C:24]3[S:25][CH:26]=[C:27]([C:29]([O:31][CH2:32][CH3:33])=[O:30])[N:28]=3)[CH2:16][CH2:17]2)=[O:10])[NH:6][C:7]=1[CH3:8], predict the reactants needed to synthesize it. The reactants are: Cl.[Br:2][C:3]1[CH:4]=[C:5]([C:9]([NH:11][CH:12]2[CH2:17][CH2:16][NH:15][CH2:14][CH2:13]2)=[O:10])[NH:6][C:7]=1[CH3:8].C(=O)(O)[O-].[Na+].Br[C:24]1[S:25][CH:26]=[C:27]([C:29]([O:31][CH2:32][CH3:33])=[O:30])[N:28]=1.